From a dataset of Forward reaction prediction with 1.9M reactions from USPTO patents (1976-2016). Predict the product of the given reaction. (1) Given the reactants [CH:1]12[O:7][CH:2]1[CH2:3][CH2:4][CH2:5][CH2:6]2.[CH2:8]([NH2:15])[C:9]1[CH:14]=[CH:13][CH:12]=[CH:11][CH:10]=1, predict the reaction product. The product is: [CH2:8]([NH:15][C@@H:2]1[CH2:3][CH2:4][CH2:5][CH2:6][C@H:1]1[OH:7])[C:9]1[CH:14]=[CH:13][CH:12]=[CH:11][CH:10]=1. (2) Given the reactants [C:1]([CH:4]1[CH:9]2[CH:5]1[CH2:6][N:7]([C:10]([O:12][C:13]([CH3:16])([CH3:15])[CH3:14])=[O:11])[CH2:8]2)(=O)[NH2:2].N1C(Cl)=NC(Cl)=NC=1Cl, predict the reaction product. The product is: [C:1]([CH:4]1[CH:5]2[CH:9]1[CH2:8][N:7]([C:10]([O:12][C:13]([CH3:16])([CH3:15])[CH3:14])=[O:11])[CH2:6]2)#[N:2]. (3) Given the reactants [CH3:1][C:2]1[C:6]([CH2:7][N:8]2[CH:12]=[C:11]([N:13]3[C:17](=[O:18])[CH2:16][NH:15][C:14]3=[O:19])[CH:10]=[N:9]2)=[C:5]([CH3:20])[O:4][N:3]=1.Br[CH2:22][C:23]1[CH:30]=[CH:29][C:26]([C:27]#[N:28])=[CH:25][CH:24]=1, predict the reaction product. The product is: [CH3:1][C:2]1[C:6]([CH2:7][N:8]2[CH:12]=[C:11]([N:13]3[C:17](=[O:18])[CH2:16][N:15]([CH2:22][C:23]4[CH:30]=[CH:29][C:26]([C:27]#[N:28])=[CH:25][CH:24]=4)[C:14]3=[O:19])[CH:10]=[N:9]2)=[C:5]([CH3:20])[O:4][N:3]=1. (4) Given the reactants [F:1][C:2]1[CH:3]=[N:4][C:5]2[C:10]([C:11]=1[CH2:12][CH2:13][N:14]1[CH2:19][CH2:18][NH:17][CH:16]([CH2:20][NH:21][CH2:22][C:23]3[CH:24]=[CH:25][C:26]4[S:27][CH2:28][C:29](=[O:33])[NH:30][C:31]=4[N:32]=3)[CH2:15]1)=[N:9][C:8]([O:34][CH3:35])=[CH:7][CH:6]=2.C(N(CC)CC)C.[C:43](Cl)(Cl)=[O:44], predict the reaction product. The product is: [F:1][C:2]1[CH:3]=[N:4][C:5]2[C:10]([C:11]=1[CH2:12][CH2:13][N:14]1[CH2:19][CH2:18][N:17]3[C:43](=[O:44])[N:21]([CH2:22][C:23]4[CH:24]=[CH:25][C:26]5[S:27][CH2:28][C:29](=[O:33])[NH:30][C:31]=5[N:32]=4)[CH2:20][CH:16]3[CH2:15]1)=[N:9][C:8]([O:34][CH3:35])=[CH:7][CH:6]=2. (5) Given the reactants Cl[C:2]1[N:3]=[C:4]([N:26]2[CH2:31][CH2:30][O:29][CH2:28][CH2:27]2)[C:5]2[S:10][C:9]([CH2:11][N:12]3[CH2:17][CH2:16][C:15]([C:19]4[CH:24]=[CH:23][C:22]([Cl:25])=[CH:21][CH:20]=4)([OH:18])[CH2:14][CH2:13]3)=[CH:8][C:6]=2[N:7]=1.[NH2:32][C:33]1[N:38]=[CH:37][C:36](B2OC(C)(C)C(C)(C)O2)=[CH:35][N:34]=1, predict the reaction product. The product is: [NH2:32][C:33]1[N:38]=[CH:37][C:36]([C:2]2[N:3]=[C:4]([N:26]3[CH2:27][CH2:28][O:29][CH2:30][CH2:31]3)[C:5]3[S:10][C:9]([CH2:11][N:12]4[CH2:17][CH2:16][C:15]([C:19]5[CH:24]=[CH:23][C:22]([Cl:25])=[CH:21][CH:20]=5)([OH:18])[CH2:14][CH2:13]4)=[CH:8][C:6]=3[N:7]=2)=[CH:35][N:34]=1. (6) Given the reactants [Br:1][C:2]1[CH:3]=[C:4]2[C:9](=[CH:10][CH:11]=1)[N:8]=[C:7](Cl)[CH:6]=[CH:5]2.[NH:13]1[CH2:18][CH2:17][NH:16][CH2:15][CH2:14]1, predict the reaction product. The product is: [Br:1][C:2]1[CH:3]=[C:4]2[C:9](=[CH:10][CH:11]=1)[N:8]=[C:7]([N:13]1[CH2:18][CH2:17][NH:16][CH2:15][CH2:14]1)[CH:6]=[CH:5]2. (7) Given the reactants [F:1][C:2]([F:41])([C:32]1[CH:37]=[CH:36][CH:35]=[C:34]([N+:38]([O-:40])=[O:39])[CH:33]=1)[C:3]1[N:11]=[C:10]([NH:12][C:13]2[CH:18]=[CH:17][C:16]([N:19]3[CH2:24][CH2:23][N:22]([CH3:25])[CH2:21][CH2:20]3)=[CH:15][CH:14]=2)[N:9]=[C:8]2[C:4]=1[N:5]=[CH:6][N:7]2[CH:26]1[CH2:31][CH2:30][CH2:29][CH2:28][O:27]1.[CH3:42][O:43]C1C=C(N2CCN(C)CC2)C=CC=1N, predict the reaction product. The product is: [F:41][C:2]([F:1])([C:32]1[CH:37]=[CH:36][CH:35]=[C:34]([N+:38]([O-:40])=[O:39])[CH:33]=1)[C:3]1[N:11]=[C:10]([NH:12][C:13]2[CH:18]=[CH:17][C:16]([N:19]3[CH2:20][CH2:21][N:22]([CH3:25])[CH2:23][CH2:24]3)=[CH:15][C:14]=2[O:43][CH3:42])[N:9]=[C:8]2[C:4]=1[N:5]=[CH:6][N:7]2[CH:26]1[CH2:31][CH2:30][CH2:29][CH2:28][O:27]1. (8) Given the reactants [CH2:1]([O:3][C:4](=[O:16])[C:5](C)=[C:6]([Br:14])[C:7]1[CH:12]=[CH:11][CH:10]=[CH:9][C:8]=1[Br:13])[CH3:2].[CH2:17]([N:19](CC)CC)C.O=P(Cl)(Cl)Cl, predict the reaction product. The product is: [CH2:1]([O:3][C:4](=[O:16])[C:5]([N+:19]#[C-:17])=[C:6]([Br:14])[C:7]1[CH:12]=[CH:11][CH:10]=[CH:9][C:8]=1[Br:13])[CH3:2]. (9) The product is: [C:9]1([C:18]2[CH:19]=[CH:20][CH:21]=[CH:22][CH:23]=2)[CH:14]=[CH:13][C:12]([NH:1][C:2]2[N:3]([CH3:8])[N:4]=[CH:5][C:6]=2[Br:7])=[CH:11][CH:10]=1. Given the reactants [NH2:1][C:2]1[N:3]([CH3:8])[N:4]=[CH:5][C:6]=1[Br:7].[C:9]1([C:18]2[CH:23]=[CH:22][CH:21]=[CH:20][CH:19]=2)[CH:14]=[CH:13][C:12](B(O)O)=[CH:11][CH:10]=1.C(N(CC)CC)C, predict the reaction product. (10) Given the reactants [CH3:1][O:2][C:3]1[CH:4]=[C:5]2[C:10](=[CH:11][CH:12]=1)[N:9]=[C:8]([NH:13][CH2:14][CH2:15][NH:16]C(=O)O)[N:7]=[C:6]2[N:20]([C:22]1[CH:27]=[CH:26][C:25]([O:28][CH3:29])=[CH:24][CH:23]=1)[CH3:21].FC(F)(F)C(O)=O, predict the reaction product. The product is: [NH2:16][CH2:15][CH2:14][NH:13][C:8]1[N:7]=[C:6]([N:20]([C:22]2[CH:23]=[CH:24][C:25]([O:28][CH3:29])=[CH:26][CH:27]=2)[CH3:21])[C:5]2[C:10](=[CH:11][CH:12]=[C:3]([O:2][CH3:1])[CH:4]=2)[N:9]=1.